From a dataset of Reaction yield outcomes from USPTO patents with 853,638 reactions. Predict the reaction yield, written as a fraction of the theoretical maximum amount of product (1.0 means a 100% yield; for example, 0.34 means a 34% yield). (1) The product is [F:1][C:2]([CH3:38])([CH3:37])[CH2:3][N:4]1[CH2:9][CH2:8][CH:7]([CH2:10][O:11][C:12]2[CH:13]=[CH:14][C:15]([C:18]3[C:19]([C:24]([N:26]4[CH2:31][CH2:30][CH2:29][CH:28]([C:32]([OH:34])=[O:33])[CH2:27]4)=[O:25])=[CH:20][CH:21]=[CH:22][CH:23]=3)=[CH:16][CH:17]=2)[CH2:6][CH2:5]1. The catalyst is C1COCC1.O. The yield is 1.00. The reactants are [F:1][C:2]([CH3:38])([CH3:37])[CH2:3][N:4]1[CH2:9][CH2:8][CH:7]([CH2:10][O:11][C:12]2[CH:17]=[CH:16][C:15]([C:18]3[C:19]([C:24]([N:26]4[CH2:31][CH2:30][CH2:29][CH:28]([C:32]([O:34]CC)=[O:33])[CH2:27]4)=[O:25])=[CH:20][CH:21]=[CH:22][CH:23]=3)=[CH:14][CH:13]=2)[CH2:6][CH2:5]1.CO.[Li+].[OH-].Cl. (2) The reactants are [C:1](=[O:4])(O)[O-].[Na+].O.[Br:7][C:8]1[CH:13]=[CH:12][C:11]([C@@H:14]([NH2:16])[CH3:15])=[CH:10][CH:9]=1.ClC(Cl)(OC(=O)OC(Cl)(Cl)Cl)Cl. The catalyst is ClCCl. The product is [Br:7][C:8]1[CH:13]=[CH:12][C:11]([C@@H:14]([N:16]=[C:1]=[O:4])[CH3:15])=[CH:10][CH:9]=1. The yield is 0.794. (3) The reactants are [Cl:1][C:2]1[N:7]=[CH:6][C:5]([S:8]([NH:11][CH:12]2[CH2:16][CH2:15][CH2:14][CH2:13]2)(=[O:10])=[O:9])=[CH:4][CH:3]=1.C([O-])([O-])=O.[K+].[K+].Br[CH2:24][CH2:25][CH2:26][O:27][CH2:28][C:29]1[CH:34]=[CH:33][CH:32]=[CH:31][CH:30]=1. The yield is 0.990. The product is [CH2:28]([O:27][CH2:26][CH2:25][CH2:24][N:11]([CH:12]1[CH2:16][CH2:15][CH2:14][CH2:13]1)[S:8]([C:5]1[CH:6]=[N:7][C:2]([Cl:1])=[CH:3][CH:4]=1)(=[O:10])=[O:9])[C:29]1[CH:34]=[CH:33][CH:32]=[CH:31][CH:30]=1. The catalyst is CN(C=O)C.CCOC(C)=O.